From a dataset of Full USPTO retrosynthesis dataset with 1.9M reactions from patents (1976-2016). Predict the reactants needed to synthesize the given product. (1) Given the product [OH:21][C:13]1[CH:14]=[CH:15][C:16]([N+:18]([O-:20])=[O:19])=[CH:17][C:12]=1[NH:11][C:27]([NH:24][C:4]1[S:5][CH:6]=[CH:7][C:3]=1[O:2][CH3:1])=[O:30], predict the reactants needed to synthesize it. The reactants are: [CH3:1][O:2][C:3]1[CH:7]=[CH:6][S:5][C:4]=1C(O)=O.[NH2:11][C:12]1[CH:17]=[C:16]([N+:18]([O-:20])=[O:19])[CH:15]=[CH:14][C:13]=1[OH:21].C([N:24]([CH2:27]C)CC)C.P(N=[N+]=[N-])(OC1C=CC=CC=1)(OC1C=CC=CC=1)=[O:30]. (2) Given the product [C:1]([C:3]1[C:11]2[C:6](=[CH:7][C:8]([CH3:12])=[C:9]([F:57])[CH:10]=2)[N:5]([CH:15]2[CH2:18][CH2:17][CH2:16][CH2:44]2)[C:4]=1[C:23]1[N:28]=[CH:27][C:26]([S:29]([NH:32][C@H:33]([CH3:38])[C:34]([F:37])([F:36])[F:35])(=[O:31])=[O:30])=[CH:25][CH:24]=1)#[N:2], predict the reactants needed to synthesize it. The reactants are: [C:1]([C:3]1[C:11]2[C:6](=[CH:7][C:8]([CH:12]3CC3)=[CH:9][CH:10]=2)[N:5]([CH:15]2[CH2:18][CH2:17][CH2:16]2)[C:4]=1B(O)O)#[N:2].Cl[C:23]1[N:28]=[CH:27][C:26]([S:29]([NH:32][C@H:33]([CH3:38])[C:34]([F:37])([F:36])[F:35])(=[O:31])=[O:30])=[CH:25][CH:24]=1.F[B-](F)(F)F.[C:44]([PH+](C(C)(C)C)C(C)(C)C)(C)(C)C.[F-:57].[K+]. (3) Given the product [CH3:9][C:8]1[CH:7]=[C:6]([CH3:10])[NH:5][C:4](=[O:11])[C:3]=1[CH2:2][NH:1][C:26](=[O:27])[C:25]1[CH:24]=[CH:23][C:22]([CH2:21][N:18]2[CH2:17][CH2:16][N:15]([CH2:14][CH2:13][OH:12])[CH2:20][CH2:19]2)=[CH:30][CH:29]=1, predict the reactants needed to synthesize it. The reactants are: [NH2:1][CH2:2][C:3]1[C:4](=[O:11])[NH:5][C:6]([CH3:10])=[CH:7][C:8]=1[CH3:9].[OH:12][CH2:13][CH2:14][N:15]1[CH2:20][CH2:19][N:18]([CH2:21][C:22]2[CH:30]=[CH:29][C:25]([C:26](O)=[O:27])=[CH:24][CH:23]=2)[CH2:17][CH2:16]1.C(N(CC)CC)C. (4) Given the product [ClH:20].[NH2:8][C@@H:9]1[CH2:18][C:17]2[C:12](=[CH:13][CH:14]=[CH:15][CH:16]=2)[NH:11][C:10]1=[O:19], predict the reactants needed to synthesize it. The reactants are: C(OC([NH:8][C@@H:9]1[CH2:18][C:17]2[C:12](=[CH:13][CH:14]=[CH:15][CH:16]=2)[NH:11][C:10]1=[O:19])=O)(C)(C)C.[ClH:20]. (5) Given the product [F:1][C:2]1[CH:23]=[CH:22][CH:21]=[C:20]([F:24])[C:3]=1[CH2:4][O:5][C:6]1[C:7]2[N:8]([C:13]([C:17]([NH:37][NH2:38])=[O:19])=[C:14]([CH3:16])[N:15]=2)[CH:9]=[CH:10][CH:11]=1, predict the reactants needed to synthesize it. The reactants are: [F:1][C:2]1[CH:23]=[CH:22][CH:21]=[C:20]([F:24])[C:3]=1[CH2:4][O:5][C:6]1[C:7]2[N:8]([C:13]([C:17]([OH:19])=O)=[C:14]([CH3:16])[N:15]=2)[CH:9]=[C:10](C)[CH:11]=1.Cl.CN(C)CCCN=C=NCC.[N:37]1(O)C2C=CC=CC=2N=[N:38]1.O.NN.C(N(CC)CC)C. (6) Given the product [Br:1][C:2]1[CH:9]=[CH:8][C:5]([C:6]#[N:7])=[CH:4][C:3]=1[N+:10]([O-:12])=[O:11], predict the reactants needed to synthesize it. The reactants are: [Br:1][C:2]1[CH:9]=[CH:8][C:5]([C:6]#[N:7])=[CH:4][CH:3]=1.[N+:10]([O-])([OH:12])=[O:11]. (7) Given the product [CH2:1]([N:8]([CH2:19][C:20]1[CH:33]=[CH:32][C:23]([O:24][C:25]2[CH:26]=[C:27]([CH:28]=[CH:29][CH:30]=2)[O:31][CH:35]([CH3:37])[C:34]([O:39][CH2:40][CH2:41][CH2:42][CH3:43])=[O:38])=[CH:22][CH:21]=1)[C:9]1[CH:14]=[CH:13][CH:12]=[C:11]([N+:15]([O-:17])=[O:16])[C:10]=1[CH3:18])[C:2]1[CH:3]=[CH:4][CH:5]=[CH:6][CH:7]=1, predict the reactants needed to synthesize it. The reactants are: [CH2:1]([N:8]([CH2:19][C:20]1[CH:33]=[CH:32][C:23]([O:24][C:25]2[CH:26]=[C:27]([OH:31])[CH:28]=[CH:29][CH:30]=2)=[CH:22][CH:21]=1)[C:9]1[CH:14]=[CH:13][CH:12]=[C:11]([N+:15]([O-:17])=[O:16])[C:10]=1[CH3:18])[C:2]1[CH:7]=[CH:6][CH:5]=[CH:4][CH:3]=1.[C:34]([O:39][CH2:40][CH2:41][CH2:42][CH3:43])(=[O:38])[CH:35]([CH3:37])O.